This data is from NCI-60 drug combinations with 297,098 pairs across 59 cell lines. The task is: Regression. Given two drug SMILES strings and cell line genomic features, predict the synergy score measuring deviation from expected non-interaction effect. (1) Drug 1: CN(C)N=NC1=C(NC=N1)C(=O)N. Drug 2: CC1=C2C(C(=O)C3(C(CC4C(C3C(C(C2(C)C)(CC1OC(=O)C(C(C5=CC=CC=C5)NC(=O)OC(C)(C)C)O)O)OC(=O)C6=CC=CC=C6)(CO4)OC(=O)C)O)C)O. Cell line: CAKI-1. Synergy scores: CSS=42.9, Synergy_ZIP=-4.77, Synergy_Bliss=-0.409, Synergy_Loewe=-12.8, Synergy_HSA=2.79. (2) Drug 1: COC1=C(C=C2C(=C1)N=CN=C2NC3=CC(=C(C=C3)F)Cl)OCCCN4CCOCC4. Drug 2: C#CCC(CC1=CN=C2C(=N1)C(=NC(=N2)N)N)C3=CC=C(C=C3)C(=O)NC(CCC(=O)O)C(=O)O. Cell line: HCT-15. Synergy scores: CSS=30.8, Synergy_ZIP=-7.29, Synergy_Bliss=-2.32, Synergy_Loewe=-1.54, Synergy_HSA=-2.05. (3) Drug 1: C1=NC2=C(N1)C(=S)N=C(N2)N. Drug 2: C1C(C(OC1N2C=C(C(=O)NC2=O)F)CO)O. Cell line: UO-31. Synergy scores: CSS=35.1, Synergy_ZIP=-9.10, Synergy_Bliss=-10.6, Synergy_Loewe=-3.56, Synergy_HSA=-1.64. (4) Drug 1: C1C(C(OC1N2C=NC3=C(N=C(N=C32)Cl)N)CO)O. Drug 2: CC(C)CN1C=NC2=C1C3=CC=CC=C3N=C2N. Cell line: LOX IMVI. Synergy scores: CSS=21.8, Synergy_ZIP=-8.42, Synergy_Bliss=-9.07, Synergy_Loewe=-9.01, Synergy_HSA=-9.83.